Dataset: HIV replication inhibition screening data with 41,000+ compounds from the AIDS Antiviral Screen. Task: Binary Classification. Given a drug SMILES string, predict its activity (active/inactive) in a high-throughput screening assay against a specified biological target. (1) The compound is C=CCC12CC(COc3ccccc3C(N)=O)OC1=Nc1ccccc1NC2=O. The result is 0 (inactive). (2) The compound is N#Cc1c2ccccc2cn1-c1ccc(F)cc1. The result is 0 (inactive). (3) The compound is CCOP1(=O)C=C(Sc2ccc([N+](=O)[O-])cc2[N+](=O)[O-])C(C)(C)O1. The result is 0 (inactive). (4) The compound is CCOC(=O)C(CO)c1nc2c(nc1O)c(=O)n(C)c(=O)n2C. The result is 0 (inactive). (5) The molecule is CN(C)c1ccc(C=c2sc3nnc(Cc4ccccc4)n3c2=O)cc1. The result is 0 (inactive). (6) The compound is CC(=NNC(=O)C[N+](C)(C)C)C(CN(C)C)C(=O)Nc1ccccc1.[Cl-]. The result is 0 (inactive). (7) The molecule is CCCCCC(C(O)C#N)C(O)(C(F)(F)F)C(F)(F)F. The result is 0 (inactive). (8) The drug is Cl.O=C1c2ccccc2Sc2ccccc2N1CCCCN1CCN(c2ccc(F)cc2)CC1. The result is 0 (inactive). (9) The molecule is COc1ccc2nc3c([N+](=O)[O-])ccc4c3c(c2c1)N(CCCN(C)C)C(=S)N4CCCN(C)C.Cl. The result is 0 (inactive). (10) The drug is COc1ccc2c(c1)OCCN(C)OC2c1ccccc1. The result is 0 (inactive).